Dataset: Full USPTO retrosynthesis dataset with 1.9M reactions from patents (1976-2016). Task: Predict the reactants needed to synthesize the given product. (1) Given the product [C:32]([CH2:33][C@@H:4]1[C@@H:5]([OH:1])[CH:7]=[C:6]([CH3:11])[CH2:2][CH2:3]1)([O:34][CH2:35][CH3:36])=[O:28], predict the reactants needed to synthesize it. The reactants are: [O:1]1[CH2:5][CH2:4][CH2:3][CH2:2]1.[C:6]1(C2(C3C=CC=CC=3)OB(C)N3CCC[C@H]23)[CH:11]=CC=C[CH:7]=1.C[OH:28].[Na].[H][H].[CH2:32]([O:34][CH2:35][CH3:36])[CH3:33]. (2) Given the product [CH:10]([C@H:9]1[CH2:12][CH2:13][CH2:14][N:8]1[C:1]([O:3][C:4]([CH3:7])([CH3:6])[CH3:5])=[O:2])=[O:11], predict the reactants needed to synthesize it. The reactants are: [C:1]([N:8]1[CH2:14][CH2:13][CH2:12][C@@H:9]1[CH2:10][OH:11])([O:3][C:4]([CH3:7])([CH3:6])[CH3:5])=[O:2].[Cr](O[Cr]([O-])(=O)=O)([O-])(=O)=O.[NH+]1C=CC=CC=1.[NH+]1C=CC=CC=1. (3) Given the product [CH3:1][N:2]1[CH2:7][CH2:6][N:5]([CH2:8][CH2:9][CH3:10])[CH2:4][CH2:3]1.[ClH:13].[ClH:12].[Cl:13][C:14]([O:16][CH2:17][CH3:1])=[O:15], predict the reactants needed to synthesize it. The reactants are: [CH3:1][N:2]1[CH2:7][CH2:6][N:5]([CH2:8][CH2:9][CH2:10]O)[CH2:4][CH2:3]1.[ClH:12].[Cl:13][C:14]([O:16][C:17](Cl)(Cl)Cl)=[O:15]. (4) Given the product [NH2:1][C:2]([C@@:4]1([CH3:23])[CH2:8][CH2:7][C@@H:6]([C:9]2[CH:14]=[CH:13][C:12]([O:15][CH2:27][C:26]3[CH:29]=[CH:30][CH:31]=[CH:32][C:25]=3[F:24])=[CH:11][CH:10]=2)[N:5]1[C:16]([O:18][C:19]([CH3:22])([CH3:21])[CH3:20])=[O:17])=[O:3], predict the reactants needed to synthesize it. The reactants are: [NH2:1][C:2]([C@:4]1([CH3:23])[CH2:8][CH2:7][C@H:6]([C:9]2[CH:14]=[CH:13][C:12]([OH:15])=[CH:11][CH:10]=2)[N:5]1[C:16]([O:18][C:19]([CH3:22])([CH3:21])[CH3:20])=[O:17])=[O:3].[F:24][C:25]1[CH:32]=[CH:31][CH:30]=[CH:29][C:26]=1[CH2:27]Br. (5) Given the product [Cl:19][C:11]1[C:12]([NH:14][CH2:15][CH:16]([CH3:18])[CH3:17])=[CH:13][C:8]2[N:7]=[C:23]([C:24]3[CH:29]=[CH:28][CH:27]=[C:26]([N:30]4[CH:34]=[CH:33][N:32]=[N:31]4)[CH:25]=3)[CH2:22][C:21](=[O:36])[NH:20][C:9]=2[CH:10]=1, predict the reactants needed to synthesize it. The reactants are: C(OC(=O)[NH:7][C:8]1[CH:13]=[C:12]([NH:14][CH2:15][CH:16]([CH3:18])[CH3:17])[C:11]([Cl:19])=[CH:10][C:9]=1[NH:20][C:21](=[O:36])[CH2:22][C:23](=O)[C:24]1[CH:29]=[CH:28][CH:27]=[C:26]([N:30]2[CH:34]=[CH:33][N:32]=[N:31]2)[CH:25]=1)(C)(C)C.C(O)(C(F)(F)F)=O. (6) The reactants are: [CH:1]1([NH2:7])[CH2:6][CH2:5][CH2:4][CH2:3][CH2:2]1.[Cl:8][C:9]1[CH:18]=[CH:17][C:12]([CH2:13][N:14]=[C:15]=[S:16])=[CH:11][CH:10]=1.Cl.[N:20]1([CH2:26][CH2:27][CH2:28]Cl)[CH2:25][CH2:24][CH2:23][CH2:22][CH2:21]1.[I-].[K+]. Given the product [Cl:8][C:9]1[CH:10]=[CH:11][C:12]([CH2:13][N:14]([CH2:28][CH2:27][CH2:26][N:20]2[CH2:25][CH2:24][CH2:23][CH2:22][CH2:21]2)[C:15](=[N:7][CH:1]2[CH2:6][CH2:5][CH2:4][CH2:3][CH2:2]2)[SH:16])=[CH:17][CH:18]=1, predict the reactants needed to synthesize it. (7) Given the product [C:28]([O:32][C:33]([N:35]1[CH2:40][CH2:39][CH:38]([CH2:41][NH:42][C:23]([C:21]2[CH:20]=[CH:19][C:13]3[N:14]([CH2:15][CH2:16][O:17][CH3:18])[C:10]([NH:9][C:7]4[S:8][C:4]5[CH:3]=[C:2]([Cl:1])[CH:27]=[CH:26][C:5]=5[N:6]=4)=[N:11][C:12]=3[CH:22]=2)=[O:24])[CH2:37][CH2:36]1)=[O:34])([CH3:31])([CH3:30])[CH3:29], predict the reactants needed to synthesize it. The reactants are: [Cl:1][C:2]1[CH:27]=[CH:26][C:5]2[N:6]=[C:7]([NH:9][C:10]3[N:14]([CH2:15][CH2:16][O:17][CH3:18])[C:13]4[CH:19]=[CH:20][C:21]([C:23](O)=[O:24])=[CH:22][C:12]=4[N:11]=3)[S:8][C:4]=2[CH:3]=1.[C:28]([O:32][C:33]([N:35]1[CH2:40][CH2:39][CH:38]([CH2:41][NH2:42])[CH2:37][CH2:36]1)=[O:34])([CH3:31])([CH3:30])[CH3:29].CN(C(ON1N=NC2C=CC=CC1=2)=[N+](C)C)C.F[P-](F)(F)(F)(F)F.CCN(C(C)C)C(C)C. (8) Given the product [Cl:13][C:14]1[CH:15]=[C:16]([C:21]([OH:26])([C:22]([F:23])([F:24])[F:25])[C:10]#[C:9][CH2:8][OH:7])[CH:17]=[C:18]([Cl:20])[CH:19]=1, predict the reactants needed to synthesize it. The reactants are: [Mg].C(Br)C.C[Si](C)(C)[O:7][CH2:8][C:9]#[CH:10].[Cl:13][C:14]1[CH:15]=[C:16]([C:21](=[O:26])[C:22]([F:25])([F:24])[F:23])[CH:17]=[C:18]([Cl:20])[CH:19]=1.